Dataset: Peptide-MHC class II binding affinity with 134,281 pairs from IEDB. Task: Regression. Given a peptide amino acid sequence and an MHC pseudo amino acid sequence, predict their binding affinity value. This is MHC class II binding data. The peptide sequence is VHFQPLPPAVVKLSDALIAT. The MHC is DRB5_0101 with pseudo-sequence DRB5_0101. The binding affinity (normalized) is 0.418.